Dataset: Peptide-MHC class II binding affinity with 134,281 pairs from IEDB. Task: Regression. Given a peptide amino acid sequence and an MHC pseudo amino acid sequence, predict their binding affinity value. This is MHC class II binding data. The peptide sequence is GEEYLILSARDVLAV. The MHC is HLA-DPA10103-DPB10401 with pseudo-sequence HLA-DPA10103-DPB10401. The binding affinity (normalized) is 0.551.